Dataset: Full USPTO retrosynthesis dataset with 1.9M reactions from patents (1976-2016). Task: Predict the reactants needed to synthesize the given product. (1) The reactants are: [Si]([O:8][CH2:9][C:10]1[CH:19]=[CH:18][CH:17]=[C:16]2[C:11]=1[C:12](=[O:30])[N:13]([C:21]1[S:25][CH:24]=[C:23]([C:26]([O:28]C)=[O:27])[CH:22]=1)[C:14](=[O:20])[NH:15]2)(C(C)(C)C)(C)C.[F-].C([N+](CCCC)(CCCC)CCCC)CCC.O.[OH-].[Li+].Cl. Given the product [OH:8][CH2:9][C:10]1[CH:19]=[CH:18][CH:17]=[C:16]2[C:11]=1[C:12](=[O:30])[N:13]([C:21]1[S:25][CH:24]=[C:23]([C:26]([OH:28])=[O:27])[CH:22]=1)[C:14](=[O:20])[NH:15]2, predict the reactants needed to synthesize it. (2) Given the product [F:1][C:2]1[CH:3]=[C:4]([CH:20]=[CH:21][C:22]=1[F:23])[CH2:5][N:6]1[C:15](=[O:16])[C:14]2[C:9](=[CH:10][CH:11]=[C:12]([C:41]#[C:40][CH2:39][C:33]3[CH:38]=[CH:37][CH:36]=[CH:35][CH:34]=3)[CH:13]=2)[N:8]([CH3:18])[C:7]1=[O:19], predict the reactants needed to synthesize it. The reactants are: [F:1][C:2]1[CH:3]=[C:4]([CH:20]=[CH:21][C:22]=1[F:23])[CH2:5][N:6]1[C:15](=[O:16])[C:14]2[C:9](=[CH:10][CH:11]=[C:12](I)[CH:13]=2)[N:8]([CH3:18])[C:7]1=[O:19].C(N(C(C)C)CC)(C)C.[C:33]1([CH2:39][C:40]#[CH:41])[CH:38]=[CH:37][CH:36]=[CH:35][CH:34]=1.O. (3) Given the product [C:16]([N:6]1[C:7]2[C:3](=[C:2]([CH3:1])[CH:10]=[C:9]([CH3:11])[CH:8]=2)[CH2:4][CH2:5]1)(=[O:19])[CH3:12], predict the reactants needed to synthesize it. The reactants are: [CH3:1][C:2]1[CH:10]=[C:9]([CH3:11])[CH:8]=[C:7]2[C:3]=1[CH:4]=[CH:5][NH:6]2.[C:12]([BH3-])#N.[Na+].[C:16](=[O:19])(O)[O-].[Na+].